Dataset: Reaction yield outcomes from USPTO patents with 853,638 reactions. Task: Predict the reaction yield, written as a fraction of the theoretical maximum amount of product (1.0 means a 100% yield; for example, 0.34 means a 34% yield). (1) The reactants are C([O:3][C:4](=[O:23])[CH2:5][CH:6]([C:17]1[CH:22]=[CH:21][CH:20]=[CH:19][CH:18]=1)[C:7]([C:9]1[CH:14]=[CH:13][C:12]([O:15][CH3:16])=[CH:11][CH:10]=1)=[O:8])C.O.[OH-].[Na+]. The catalyst is CCO. The product is [CH3:16][O:15][C:12]1[CH:11]=[CH:10][C:9]([C:7](=[O:8])[CH:6]([C:17]2[CH:22]=[CH:21][CH:20]=[CH:19][CH:18]=2)[CH2:5][C:4]([OH:23])=[O:3])=[CH:14][CH:13]=1. The yield is 0.990. (2) The reactants are [CH:1]([C:4]1[CH:9]=[CH:8][CH:7]=[CH:6][C:5]=1[O:10][CH3:11])([CH3:3])[CH3:2].CN(C)[CH:14]=[O:15].P(Cl)(Cl)(Cl)=O. No catalyst specified. The product is [CH:1]([C:4]1[CH:9]=[C:8]([CH:7]=[CH:6][C:5]=1[O:10][CH3:11])[CH:14]=[O:15])([CH3:3])[CH3:2]. The yield is 0.865.